From a dataset of Experimentally validated miRNA-target interactions with 360,000+ pairs, plus equal number of negative samples. Binary Classification. Given a miRNA mature sequence and a target amino acid sequence, predict their likelihood of interaction. (1) Result: 0 (no interaction). The miRNA is mmu-miR-5118 with sequence AAGGUUAGGCCAGCCUGGU. The protein sequence of the target gene is MSTGSLSDVEDLQEVEMLECDGLKMDSNKEFVTSNESTEESSNCENGSPQKGRGGLGKRRKAPTKKSPLSGVSQEGKQVQRNAANARERARMRVLSKAFSRLKTTLPWVPPDTKLSKLDTLRLASSYIAHLRQILANDKYENGYIHPVNLTWPFMVAGKPESDLKEVVTASRLCGTTAS. (2) The miRNA is rno-miR-327 with sequence CCUUGAGGGGCAUGAGGGU. The protein sequence of the target gene is MAEYDLTTRIAHFLDRHLVFPLLEFLSVKEIYNEKELLQGKLDLLSDTNMVDFAMDVYKNLYSDDIPHALREKRTTVVAQLKQLQAETEPIVKMFEDPETTRQMQSTRDGRMLFDYLADKHGFRQEYLDTLYRYAKFQYECGNYSGAAEYLYFFRVLVPATDRNALSSLWGKLASEILMQNWDAAMEDLTRLKETIDNNSVSSPLQSLQQRTWLIHWSLFVFFNHPKGRDNIIDLFLYQPQYLNAIQTMCPHILRYLTTAVITNKDVRKRRQVLKDLVKVIQQESYTYKDPITEFVECLY.... Result: 0 (no interaction). (3) The miRNA is mmu-miR-5118 with sequence AAGGUUAGGCCAGCCUGGU. The protein sequence of the target gene is MRRGFGPLSLAFFLFLLALLTLPGDGNQGSVAGSCSCDRTISSGTQIPQGTLDHIRKYLKAFHRCPFFIRFQLQSKSVCGGSQDQWVRELVDCFERKECGTGHGKSFHHQKHLPQASTQTPEAAEGTPSDTSTPAHSQSTQHSTLPSGALSLNKEHTQPWEMTTLPSGYGLEARPEAEANEKQQDDRQQEAPGAGASTPAWVPVLSLLAIVFFLTAAMAYVLCNRRATQQNSAGLQLWYTPVEPRP. Result: 0 (no interaction).